From a dataset of Reaction yield outcomes from USPTO patents with 853,638 reactions. Predict the reaction yield, written as a fraction of the theoretical maximum amount of product (1.0 means a 100% yield; for example, 0.34 means a 34% yield). (1) The reactants are [OH:1][C:2]1[CH:11]=[CH:10][C:5]([C:6]([O:8][CH3:9])=[O:7])=[CH:4][C:3]=1I.[CH3:13][Si:14]([C:17]#[CH:18])([CH3:16])[CH3:15]. The catalyst is C1COCC1.C(Cl)(Cl)Cl.Cl[Pd](Cl)([P](C1C=CC=CC=1)(C1C=CC=CC=1)C1C=CC=CC=1)[P](C1C=CC=CC=1)(C1C=CC=CC=1)C1C=CC=CC=1. The product is [OH:1][C:2]1[CH:11]=[CH:10][C:5]([C:6]([O:8][CH3:9])=[O:7])=[CH:4][C:3]=1[C:18]#[C:17][Si:14]([CH3:16])([CH3:15])[CH3:13]. The yield is 0.500. (2) The reactants are CS([O:5][CH2:6][CH2:7][C:8]1[N:9]=[C:10]([C:14]2[CH:19]=[CH:18][CH:17]=[CH:16][CH:15]=2)[O:11][C:12]=1[CH3:13])(=O)=O.O[C:21]1[CH:36]=[CH:35][C:24]([CH:25]=[C:26]([C:31]([O:33][CH3:34])=[O:32])[C:27]([O:29][CH3:30])=[O:28])=[CH:23][CH:22]=1.C1(C)C=CC=CC=1.C(=O)([O-])[O-].[K+].[K+]. The catalyst is [Br-].C([N+](CCCC)(CCCC)CCCC)CCC.O. The product is [CH3:13][C:12]1[O:11][C:10]([C:14]2[CH:19]=[CH:18][CH:17]=[CH:16][CH:15]=2)=[N:9][C:8]=1[CH2:7][CH2:6][O:5][C:21]1[CH:36]=[CH:35][C:24]([CH:25]=[C:26]([C:31]([O:33][CH3:34])=[O:32])[C:27]([O:29][CH3:30])=[O:28])=[CH:23][CH:22]=1. The yield is 0.850. (3) The reactants are [Cl:1][C:2]1[CH:7]=[C:6]([N+:8]([O-])=O)[CH:5]=[C:4]([C:11]([F:14])([F:13])[F:12])[C:3]=1[S:15][C:16]1[CH:25]=[CH:24][C:19]([C:20]([O:22][CH3:23])=[O:21])=[CH:18][CH:17]=1.[Cl-].[NH4+].CO. The catalyst is [Fe].O. The product is [NH2:8][C:6]1[CH:5]=[C:4]([C:11]([F:12])([F:13])[F:14])[C:3]([S:15][C:16]2[CH:25]=[CH:24][C:19]([C:20]([O:22][CH3:23])=[O:21])=[CH:18][CH:17]=2)=[C:2]([Cl:1])[CH:7]=1. The yield is 0.855. (4) The reactants are [BH4-].[Na+].[F:3][C:4]1[CH:11]=[CH:10][C:9]([CH:12]=[O:13])=[CH:8][C:5]=1[C:6]#[N:7]. No catalyst specified. The product is [F:3][C:4]1[CH:11]=[CH:10][C:9]([CH2:12][OH:13])=[CH:8][C:5]=1[C:6]#[N:7]. The yield is 0.990. (5) The reactants are [Cl:1][C:2]1[CH:3]=[C:4]([N:8]2[N:12]=[N:11][C:10]([CH:13]([OH:15])[CH3:14])=[N:9]2)[CH:5]=[CH:6][CH:7]=1.[H-].[Na+].CS([C:22]1[N:23]([CH3:33])[C:24]([C:27]2[CH:32]=[CH:31][N:30]=[CH:29][CH:28]=2)=[N:25][N:26]=1)(=O)=O. No catalyst specified. The product is [Cl:1][C:2]1[CH:3]=[C:4]([N:8]2[N:12]=[N:11][C:10]([CH:13]([O:15][C:22]3[N:23]([CH3:33])[C:24]([C:27]4[CH:32]=[CH:31][N:30]=[CH:29][CH:28]=4)=[N:25][N:26]=3)[CH3:14])=[N:9]2)[CH:5]=[CH:6][CH:7]=1. The yield is 0.480. (6) The reactants are C(OC([N:8]1[CH2:13][CH2:12][CH:11]([N:14]2[C:18]3[CH:19]=[CH:20][CH:21]=[CH:22][C:17]=3[N:16]=[CH:15]2)[CH2:10][CH2:9]1)=O)(C)(C)C.[F:23][C:24]([F:29])([F:28])[C:25]([OH:27])=[O:26]. The catalyst is ClCCl. The product is [F:23][C:24]([F:29])([F:28])[C:25]([OH:27])=[O:26].[N:14]1([CH:11]2[CH2:12][CH2:13][NH:8][CH2:9][CH2:10]2)[C:18]2[CH:19]=[CH:20][CH:21]=[CH:22][C:17]=2[N:16]=[CH:15]1. The yield is 1.00. (7) The reactants are [C:1]([O:5][C:6]([C:8]1[CH:13]=[CH:12][C:11]([C:14]2[C:15]([C:29]([O:31][CH2:32][CH3:33])=[O:30])=[N:16][N:17]([C:23]3[CH:28]=[CH:27][CH:26]=[CH:25][CH:24]=3)[C:18]=2[CH2:19][CH2:20][CH2:21][CH3:22])=[C:10]([C:34]([N:36]2[CH2:45][CH2:44][C:43]3[C:38](=[CH:39][CH:40]=[CH:41][CH:42]=3)[CH2:37]2)=[O:35])[CH:9]=1)=[O:7])([CH3:4])([CH3:3])[CH3:2].[O:46](C1C=C(N/N=C/C(OCC)=O)C=CC=1)[C:47]1[CH:52]=[CH:51][CH:50]=[CH:49][CH:48]=1.[N+](C(CCCC)=CC1C=CC(C(OC(C)(C)C)=O)=CC=1C(N1CCC2C(=CC=CC=2)C1)=O)([O-])=O. No catalyst specified. The product is [C:1]([O:5][C:6]([C:8]1[CH:13]=[CH:12][C:11]([C:14]2[C:15]([C:29]([O:31][CH2:32][CH3:33])=[O:30])=[N:16][N:17]([C:23]3[CH:28]=[CH:27][CH:26]=[C:25]([O:46][C:47]4[CH:52]=[CH:51][CH:50]=[CH:49][CH:48]=4)[CH:24]=3)[C:18]=2[CH2:19][CH2:20][CH2:21][CH3:22])=[C:10]([C:34]([N:36]2[CH2:45][CH2:44][C:43]3[C:38](=[CH:39][CH:40]=[CH:41][CH:42]=3)[CH2:37]2)=[O:35])[CH:9]=1)=[O:7])([CH3:3])([CH3:4])[CH3:2]. The yield is 0.330.